Dataset: Catalyst prediction with 721,799 reactions and 888 catalyst types from USPTO. Task: Predict which catalyst facilitates the given reaction. (1) Reactant: [CH2:1]([N:8]1[CH2:16][C:15]2[C:10](=[CH:11][CH:12]=[C:13]([C:17]3(O)[CH2:21][CH2:20][O:19][CH:18]3[CH3:22])[CH:14]=2)[CH2:9]1)[C:2]1[CH:7]=[CH:6][CH:5]=[CH:4][CH:3]=1.C(N(CC)CC)C.CS(Cl)(=O)=O.C1CCN2C(=NCCC2)CC1. Product: [CH2:1]([N:8]1[CH2:16][C:15]2[C:10](=[CH:11][CH:12]=[C:13]([C:17]3[CH:18]([CH3:22])[O:19][CH2:20][CH:21]=3)[CH:14]=2)[CH2:9]1)[C:2]1[CH:3]=[CH:4][CH:5]=[CH:6][CH:7]=1. The catalyst class is: 4. (2) Reactant: [O:1]1[CH:5]=[CH:4][CH:3]=[C:2]1[C:6]1[CH:7]=[C:8]([CH2:12][CH2:13]O)[CH:9]=[CH:10][CH:11]=1.C(Br)(Br)(Br)[Br:16].C1(P(C2C=CC=CC=2)C2C=CC=CC=2)C=CC=CC=1. Product: [O:1]1[CH:5]=[CH:4][CH:3]=[C:2]1[C:6]1[CH:7]=[C:8]([CH:9]=[CH:10][CH:11]=1)[CH2:12][CH2:13][Br:16]. The catalyst class is: 2.